From a dataset of Reaction yield outcomes from USPTO patents with 853,638 reactions. Predict the reaction yield, written as a fraction of the theoretical maximum amount of product (1.0 means a 100% yield; for example, 0.34 means a 34% yield). (1) The reactants are [N+:1]([C:4]1[CH:5]=[CH:6][CH:7]=[C:8]2[C:12]=1[NH:11][C:10]([C:13]([NH2:15])=O)=[CH:9]2)([O-:3])=[O:2].COC1C=CC(P2(SP(C3C=CC(OC)=CC=3)(=S)S2)=[S:25])=CC=1. The catalyst is O1CCCC1. The product is [N+:1]([C:4]1[CH:5]=[CH:6][CH:7]=[C:8]2[C:12]=1[NH:11][C:10]([C:13](=[S:25])[NH2:15])=[CH:9]2)([O-:3])=[O:2]. The yield is 0.770. (2) The reactants are [CH2:1]([N:8]1[CH:16]=[C:15]2[C:10]([CH:11]=[C:12]([C:17]3[CH:18]=[C:19]([CH:27]4[CH2:31][CH2:30][N:29]([C:32](=[O:35])[CH2:33]Cl)[CH2:28]4)[N:20]4[C:25]=3[C:24]([NH2:26])=[N:23][CH:22]=[N:21]4)[CH:13]=[CH:14]2)=[N:9]1)[C:2]1[CH:7]=[CH:6][CH:5]=[CH:4][CH:3]=1.[F:36][C:37]1([F:42])[CH2:41][CH2:40][NH:39][CH2:38]1. No catalyst specified. The product is [CH2:1]([N:8]1[CH:16]=[C:15]2[C:10]([CH:11]=[C:12]([C:17]3[CH:18]=[C:19]([CH:27]4[CH2:31][CH2:30][N:29]([C:32](=[O:35])[CH2:33][N:39]5[CH2:40][CH2:41][C:37]([F:42])([F:36])[CH2:38]5)[CH2:28]4)[N:20]4[C:25]=3[C:24]([NH2:26])=[N:23][CH:22]=[N:21]4)[CH:13]=[CH:14]2)=[N:9]1)[C:2]1[CH:7]=[CH:6][CH:5]=[CH:4][CH:3]=1. The yield is 0.870.